This data is from CYP1A2 inhibition data for predicting drug metabolism from PubChem BioAssay. The task is: Regression/Classification. Given a drug SMILES string, predict its absorption, distribution, metabolism, or excretion properties. Task type varies by dataset: regression for continuous measurements (e.g., permeability, clearance, half-life) or binary classification for categorical outcomes (e.g., BBB penetration, CYP inhibition). Dataset: cyp1a2_veith. (1) The drug is CC1CCC(C(=O)O)([C@H](Br)C(=O)O)CC1. The result is 0 (non-inhibitor). (2) The compound is COc1ccc(-c2c(C)oc3c(CN4CCN(CCO)CC4)c(O)ccc3c2=O)cc1OC. The result is 0 (non-inhibitor). (3) The result is 1 (inhibitor). The molecule is O=C1CC(c2cccs2)c2cc3c(cc2N1)OCO3. (4) The molecule is O=C(Cc1ccc(Cl)cc1)N1CCN(C(=O)c2ccco2)CC1. The result is 0 (non-inhibitor). (5) The molecule is O=C(Oc1ccccc1)N1CCC2(CCN(Cc3nccs3)CC2)CC1. The result is 0 (non-inhibitor). (6) The drug is CCCc1nc2sc3ccccc3c(=O)c2c(=O)n1CCOC. The result is 1 (inhibitor).